Dataset: Full USPTO retrosynthesis dataset with 1.9M reactions from patents (1976-2016). Task: Predict the reactants needed to synthesize the given product. (1) Given the product [F:1][C:2]([F:19])([C:3]1[NH:12][C:7]2[CH:8]=[CH:9][CH:10]=[CH:11][C:6]=2[N:5]=1)[C:15]([F:18])([F:17])[F:16], predict the reactants needed to synthesize it. The reactants are: [F:1][C:2]([F:19])([C:15]([F:18])([F:17])[F:16])[C:3]([NH:5][C:6]1[CH:11]=[CH:10][CH:9]=[CH:8][C:7]=1[N+:12]([O-])=O)=O. (2) Given the product [NH:11]1[C:15]2[CH:16]=[CH:17][C:18](/[CH:20]=[C:3]3/[C:2](=[O:10])[NH:1][C:9]4[C:4]/3=[CH:5][CH:6]=[CH:7][CH:8]=4)=[CH:19][C:14]=2[N:13]=[CH:12]1, predict the reactants needed to synthesize it. The reactants are: [NH:1]1[C:9]2[C:4](=[CH:5][CH:6]=[CH:7][CH:8]=2)[CH2:3][C:2]1=[O:10].[NH:11]1[C:15]2[CH:16]=[CH:17][C:18]([CH:20]=O)=[CH:19][C:14]=2[N:13]=[CH:12]1. (3) Given the product [I:1][C:2]1[CH:11]=[C:10]([O:38][CH3:40])[C:9]([I:12])=[CH:8][C:3]=1[O:4][C:5]1[C:18]([NH2:19])=[N:22][C:24]([NH2:34])=[N:7][CH:6]=1, predict the reactants needed to synthesize it. The reactants are: [I:1][C:2]1[CH:11]=[CH:10][C:9]([I:12])=[CH:8][C:3]=1[O:4][CH2:5][C:6]#[N:7].C(O[CH:18]([N:22]([CH3:24])C)[N:19](C)C)(C)(C)C.Cl.NC1C=CC=CC=1.Cl.[NH2:34]C(N)=N.[O:38]([CH3:40])[Na].CO. (4) The reactants are: [H-].[Na+].N[C:4]1[CH:9]=[CH:8][CH:7]=[CH:6][CH:5]=1.[CH3:10]C1CC(C)=C(C)C=1C.[CH:19]1[C:32]2[C:23](=[CH:24][C:25]3[C:30]([C:31]=2[Si:33](Cl)([CH3:35])[CH3:34])=[CH:29][CH:28]=[CH:27][CH:26]=3)[CH:22]=CC=1.C(=O)([O-])[O-].[Na+].[Na+].O1[CH2:47][CH2:46][CH2:45][CH2:44]1. Given the product [CH:8]1[C:9]2[C:4](=[CH:44][C:45]3[C:28]([C:29]=2[C:30]2[C:31]([SiH:33]([CH3:34])[CH3:35])([CH3:10])[C:32]([CH3:19])=[C:23]([CH3:22])[C:25]=2[CH3:24])=[CH:27][CH:26]=[CH:47][CH:46]=3)[CH:5]=[CH:6][CH:7]=1, predict the reactants needed to synthesize it. (5) Given the product [C:18]1([C:27]2[CH:32]=[CH:31][CH:30]=[CH:29][CH:28]=2)[CH:23]=[CH:22][CH:21]=[CH:20][C:19]=1[C:24]([NH:1][C:2]1[CH:17]=[CH:16][C:5]([CH2:6][NH:7][C:8]([C:10]2[CH:15]=[CH:14][CH:13]=[CH:12][N:11]=2)=[O:9])=[CH:4][CH:3]=1)=[O:25], predict the reactants needed to synthesize it. The reactants are: [NH2:1][C:2]1[CH:17]=[CH:16][C:5]([CH2:6][NH:7][C:8]([C:10]2[CH:15]=[CH:14][CH:13]=[CH:12][N:11]=2)=[O:9])=[CH:4][CH:3]=1.[C:18]1([C:27]2[CH:32]=[CH:31][CH:30]=[CH:29][CH:28]=2)[C:19]([C:24](O)=[O:25])=[CH:20][CH:21]=[CH:22][CH:23]=1.C1C=CC2N(O)N=NC=2C=1.CCN=C=NCCCN(C)C.Cl.